Dataset: Forward reaction prediction with 1.9M reactions from USPTO patents (1976-2016). Task: Predict the product of the given reaction. (1) Given the reactants [NH2:1][CH2:2][C:3]1[O:7][C:6]([C:8]2[CH:13]=[CH:12][C:11]([C:14]3[C:19]([CH3:20])=[CH:18][CH:17]=[C:16]([C:21]([NH:23][CH:24]4[CH2:26][CH2:25]4)=[O:22])[CH:15]=3)=[CH:10][CH:9]=2)=[N:5][N:4]=1.[C:27]1([CH2:33][S:34](Cl)(=[O:36])=[O:35])[CH:32]=[CH:31][CH:30]=[CH:29][CH:28]=1, predict the reaction product. The product is: [CH2:33]([S:34]([NH:1][CH2:2][C:3]1[O:7][C:6]([C:8]2[CH:9]=[CH:10][C:11]([C:14]3[C:19]([CH3:20])=[CH:18][CH:17]=[C:16]([C:21]([NH:23][CH:24]4[CH2:26][CH2:25]4)=[O:22])[CH:15]=3)=[CH:12][CH:13]=2)=[N:5][N:4]=1)(=[O:36])=[O:35])[C:27]1[CH:32]=[CH:31][CH:30]=[CH:29][CH:28]=1. (2) Given the reactants [C:1]([C:5]1[CH:10]=[CH:9][C:8]([S:11]([N:14]([CH2:22][C:23]([OH:25])=O)[C:15]2[CH:16]=[N:17][C:18]([CH3:21])=[CH:19][CH:20]=2)(=[O:13])=[O:12])=[CH:7][CH:6]=1)([CH3:4])([CH3:3])[CH3:2].[N:26]1[CH:31]=[CH:30][CH:29]=[CH:28][C:27]=1[CH2:32][NH:33][CH2:34][CH2:35][OH:36], predict the reaction product. The product is: [C:1]([C:5]1[CH:6]=[CH:7][C:8]([S:11]([N:14]([C:15]2[CH:16]=[N:17][C:18]([CH3:21])=[CH:19][CH:20]=2)[CH2:22][C:23]([N:33]([CH2:34][CH2:35][OH:36])[CH2:32][C:27]2[CH:28]=[CH:29][CH:30]=[CH:31][N:26]=2)=[O:25])(=[O:12])=[O:13])=[CH:9][CH:10]=1)([CH3:4])([CH3:2])[CH3:3]. (3) Given the reactants [C:1]1([C:7]([OH:9])=O)([C:4]([OH:6])=[O:5])[CH2:3][CH2:2]1.C([N:12]([CH2:15][CH3:16])CC)C.O=S(Cl)Cl.C[C:22](=O)[O:23][CH2:24][CH3:25].[CH2:27]1COC[CH2:28]1, predict the reaction product. The product is: [CH3:22][O:23][C:24]1[CH:25]=[CH:16][C:15]([NH:12][C:7]([C:1]2([C:4]([OH:6])=[O:5])[CH2:2][CH2:3]2)=[O:9])=[CH:28][CH:27]=1. (4) Given the reactants [CH2:1]([N:3]([CH2:6][CH3:7])[CH2:4][CH3:5])[CH3:2].[CH2:8]([Br:17])[C:9]([C:11]1[CH:16]=[CH:15][CH:14]=[CH:13][CH:12]=1)=[O:10], predict the reaction product. The product is: [Br-:17].[CH2:1]([N+:3]([CH2:6][CH3:7])([CH2:4][CH3:5])[CH2:8][C:9]([C:11]1[CH:16]=[CH:15][CH:14]=[CH:13][CH:12]=1)=[O:10])[CH3:2].